This data is from Catalyst prediction with 721,799 reactions and 888 catalyst types from USPTO. The task is: Predict which catalyst facilitates the given reaction. (1) Product: [CH2:1]([N:8]1[CH2:9][CH2:10][C:11]([NH:17][C:18]2[CH:23]=[CH:22][CH:21]=[CH:20][CH:19]=2)([C:14]([O:16][CH2:27][CH3:28])=[O:15])[CH2:12][CH2:13]1)[C:2]1[CH:3]=[CH:4][CH:5]=[CH:6][CH:7]=1. The catalyst class is: 5. Reactant: [CH2:1]([N:8]1[CH2:13][CH2:12][C:11]([NH:17][C:18]2[CH:23]=[CH:22][CH:21]=[CH:20][CH:19]=2)([C:14]([OH:16])=[O:15])[CH2:10][CH2:9]1)[C:2]1[CH:7]=[CH:6][CH:5]=[CH:4][CH:3]=1.[OH-].[Na+].Br[CH2:27][CH3:28]. (2) Reactant: [Br:1][C:2]1[CH:7]=[CH:6][C:5]([S:8](Cl)(=[O:10])=[O:9])=[C:4]([O:12][C:13]([F:16])([F:15])[F:14])[CH:3]=1.[NH:17]1[CH2:21][CH2:20][CH2:19][CH2:18]1. Product: [Br:1][C:2]1[CH:7]=[CH:6][C:5]([S:8]([N:17]2[CH2:21][CH2:20][CH2:19][CH2:18]2)(=[O:10])=[O:9])=[C:4]([O:12][C:13]([F:16])([F:15])[F:14])[CH:3]=1. The catalyst class is: 4. (3) Product: [Cl:15][C:12]1[CH:11]=[C:10]2[C:9](=[CH:14][CH:13]=1)[NH:8][C:26](=[O:32])[N:47]([CH2:46][C:45]([F:49])([F:48])[F:44])[C:16]2([OH:21])[C:17]([F:20])([F:18])[F:19]. Reactant: C(N(CC)CC)C.[NH2:8][C:9]1[CH:14]=[CH:13][C:12]([Cl:15])=[CH:11][C:10]=1[C:16](=[O:21])[C:17]([F:20])([F:19])[F:18].ClC(Cl)(O[C:26](=[O:32])OC(Cl)(Cl)Cl)Cl.C(Cl)(Cl)=O.FC(F)(F)C=O.[F:44][C:45]([F:49])([F:48])[CH2:46][NH2:47]. The catalyst class is: 27. (4) Reactant: Cl.Cl.C[O:4][C:5](=[O:55])[C@@H:6]([NH:22][C:23]([C@@H:25]1[CH2:34][C:33]2[CH:32]=[C:31]3[O:35][CH2:36][C@H:37]([C:39]4[CH:44]=[CH:43][C:42]([O:45][CH2:46][C:47]5[CH:52]=[CH:51][C:50]([Cl:53])=[C:49]([Cl:54])[CH:48]=5)=[CH:41][CH:40]=4)[O:38][C:30]3=[CH:29][C:28]=2[CH2:27][NH:26]1)=[O:24])[CH2:7][C:8]1[CH:13]=[CH:12][C:11]([C:14]2[CH:19]=[CH:18][N:17]=[C:16]([CH3:20])[C:15]=2[CH3:21])=[CH:10][CH:9]=1.CCN(C(C)C)C(C)C.C(Cl)C[Cl:67].C(OC([N:76]1[CH2:81][CH2:80][CH2:79][CH2:78][CH:77]1[C:82](O)=[O:83])=O)(C)(C)C. Product: [ClH:53].[ClH:67].[Cl:54][C:49]1[CH:48]=[C:47]([CH:52]=[CH:51][C:50]=1[Cl:53])[CH2:46][O:45][C:42]1[CH:43]=[CH:44][C:39]([C@H:37]2[CH2:36][O:35][C:31]3=[CH:32][C:33]4[CH2:34][C@@H:25]([C:23]([NH:22][C@@H:6]([CH2:7][C:8]5[CH:13]=[CH:12][C:11]([C:14]6[CH:19]=[CH:18][N:17]=[C:16]([CH3:20])[C:15]=6[CH3:21])=[CH:10][CH:9]=5)[C:5]([OH:4])=[O:55])=[O:24])[N:26]([C:82]([CH:77]5[CH2:78][CH2:79][CH2:80][CH2:81][NH:76]5)=[O:83])[CH2:27][C:28]=4[CH:29]=[C:30]3[O:38]2)=[CH:40][CH:41]=1. The catalyst class is: 2. (5) Reactant: CS(O[CH2:6][CH2:7][CH:8]1[CH2:13][CH2:12][C:11]([N:20]([CH3:22])[CH3:21])([C:14]2[CH:15]=[N:16][CH:17]=[CH:18][CH:19]=2)[CH2:10][CH2:9]1)(=O)=O.[CH3:23][NH2:24]. Product: [CH3:21][N:20]([CH3:22])[C:11]1([C:14]2[CH:15]=[N:16][CH:17]=[CH:18][CH:19]=2)[CH2:12][CH2:13][CH:8]([CH2:7][CH2:6][NH:24][CH3:23])[CH2:9][CH2:10]1. The catalyst class is: 1. (6) Reactant: [Li+].CC([N-]C(C)C)C.[CH3:9][N:10]1[CH2:14][CH2:13][CH2:12][C:11]1=[O:15].[C:16](Cl)(=[O:19])[O:17][CH3:18].O. Product: [CH3:9][N:10]1[CH2:14][CH2:13][CH:12]([C:16]([O:17][CH3:18])=[O:19])[C:11]1=[O:15]. The catalyst class is: 1. (7) Reactant: [NH2:1][C:2]1[N:7]=[CH:6][N:5]=[C:4]2[N:8]([CH2:12][C:13]3[O:14][C:15]4[C:20]([C:21](=[O:29])[C:22]=3[C:23]3[CH:28]=[CH:27][CH:26]=[CH:25][CH:24]=3)=[CH:19][CH:18]=[CH:17][CH:16]=4)[N:9]=[C:10](I)[C:3]=12.[NH:30]1[C:38]2[C:33](=[CH:34][CH:35]=[C:36](B3OC(C)(C)C(C)(C)O3)[CH:37]=2)[CH:32]=[N:31]1.C(=O)([O-])[O-].[Na+].[Na+].ClCCl. Product: [NH2:1][C:2]1[N:7]=[CH:6][N:5]=[C:4]2[N:8]([CH2:12][C:13]3[O:14][C:15]4[C:20]([C:21](=[O:29])[C:22]=3[C:23]3[CH:28]=[CH:27][CH:26]=[CH:25][CH:24]=3)=[CH:19][CH:18]=[CH:17][CH:16]=4)[N:9]=[C:10]([C:36]3[CH:37]=[C:38]4[C:33]([CH:32]=[N:31][NH:30]4)=[CH:34][CH:35]=3)[C:3]=12. The catalyst class is: 615. (8) Reactant: [CH3:1][C:2]1[CH:7]=[C:6]([CH3:8])[NH:5][C:4](=[O:9])[C:3]=1[CH2:10][NH:11][C:12](=[O:33])[C:13]1[CH:18]=[C:17]([N:19]2[CH2:24][CH2:23][CH2:22][CH2:21][CH2:20]2)[N:16]=[C:15]([C:25]2[CH:30]=[CH:29][C:28]([CH:31]=O)=[CH:27][CH:26]=2)[CH:14]=1.[CH3:34][NH:35][CH3:36].C(O)(=O)C.C([BH3-])#N.[Na+]. Product: [CH3:1][C:2]1[CH:7]=[C:6]([CH3:8])[NH:5][C:4](=[O:9])[C:3]=1[CH2:10][NH:11][C:12](=[O:33])[C:13]1[CH:18]=[C:17]([N:19]2[CH2:20][CH2:21][CH2:22][CH2:23][CH2:24]2)[N:16]=[C:15]([C:25]2[CH:30]=[CH:29][C:28]([CH2:31][N:35]([CH3:36])[CH3:34])=[CH:27][CH:26]=2)[CH:14]=1. The catalyst class is: 5. (9) Reactant: [F:1][CH2:2][CH2:3][N:4]1[C:9](=[O:10])[C:8]2[C:11]([C:32]3[CH:37]=[CH:36][CH:35]=[CH:34][CH:33]=3)=[C:12]([C:14]3[CH:19]=[CH:18][C:17]([C:20]4([NH:24][C:25](=[O:31])[O:26][C:27]([CH3:30])([CH3:29])[CH3:28])[CH2:23][CH2:22][CH2:21]4)=[CH:16][CH:15]=3)[O:13][C:7]=2[N:6]=[C:5]1S(C)=O.[NH2:41][CH2:42][CH2:43][OH:44]. Product: [F:1][CH2:2][CH2:3][N:4]1[C:9](=[O:10])[C:8]2[C:11]([C:32]3[CH:37]=[CH:36][CH:35]=[CH:34][CH:33]=3)=[C:12]([C:14]3[CH:19]=[CH:18][C:17]([C:20]4([NH:24][C:25](=[O:31])[O:26][C:27]([CH3:30])([CH3:29])[CH3:28])[CH2:23][CH2:22][CH2:21]4)=[CH:16][CH:15]=3)[O:13][C:7]=2[N:6]=[C:5]1[NH:41][CH2:42][CH2:43][OH:44]. The catalyst class is: 7.